From a dataset of Full USPTO retrosynthesis dataset with 1.9M reactions from patents (1976-2016). Predict the reactants needed to synthesize the given product. (1) Given the product [CH3:20][C@@H:11]1[O:10][C:9](=[O:21])[C@@H:8]([NH:22][C:23](=[O:29])[O:24][C:25]([CH3:28])([CH3:27])[CH3:26])[CH2:7][CH2:6][CH2:5][C@H:4]([CH2:3][CH2:2][O:1][C:30]2[CH:35]=[CH:34][CH:33]=[CH:32][CH:31]=2)[C@H:12]1[O:13][C:14]1[CH:15]=[CH:16][CH:17]=[CH:18][CH:19]=1, predict the reactants needed to synthesize it. The reactants are: [OH:1][CH2:2][CH2:3][C@@H:4]1[C@@H:12]([O:13][C:14]2[CH:19]=[CH:18][CH:17]=[CH:16][CH:15]=2)[C@H:11]([CH3:20])[O:10][C:9](=[O:21])[C@@H:8]([NH:22][C:23](=[O:29])[O:24][C:25]([CH3:28])([CH3:27])[CH3:26])[CH2:7][CH2:6][CH2:5]1.[CH:30]1(N(C)[CH:30]2[CH2:35][CH2:34][CH2:33][CH2:32][CH2:31]2)[CH2:35][CH2:34][CH2:33][CH2:32][CH2:31]1. (2) Given the product [C:16]([C:4]1[CH:3]=[C:2]([Cl:1])[N:7]=[N:6][C:5]=1[C:14]([NH:12][NH2:25])=[O:15])(=[O:20])[CH3:17], predict the reactants needed to synthesize it. The reactants are: [Cl:1][C:2]1[N:7]=[N:6][C:5](C(O)=O)=[CH:4][CH:3]=1.C[N:12]([CH:14]=[O:15])C.[C:16](Cl)(=[O:20])[C:17](Cl)=O.C([N:25](CC)C(C)C)(C)C. (3) Given the product [CH3:1][S:2][C:3]1[N:8]=[C:7]([NH2:9])[N:6]=[C:5]([NH2:10])[C:4]=1[N:15]=[O:16], predict the reactants needed to synthesize it. The reactants are: [CH3:1][S:2][C:3]1[N:8]=[C:7]([NH2:9])[N:6]=[C:5]([NH2:10])[CH:4]=1.C(O)(=O)C.[N:15]([O-])=[O:16].[Na+]. (4) Given the product [C:4]1([C:3]([C:10]2[CH:15]=[CH:14][CH:13]=[CH:12][CH:11]=2)=[C:2]([P:28]([C:33]([CH3:36])([CH3:35])[CH3:34])[C:29]([CH3:32])([CH3:31])[CH3:30])[CH3:16])[CH:9]=[CH:8][CH:7]=[CH:6][CH:5]=1, predict the reactants needed to synthesize it. The reactants are: Br[C:2]([CH3:16])=[C:3]([C:10]1[CH:15]=[CH:14][CH:13]=[CH:12][CH:11]=1)[C:4]1[CH:9]=[CH:8][CH:7]=[CH:6][CH:5]=1.[Mg].II.BrC1C=CC=CC=1.Cl[P:28]([C:33]([CH3:36])([CH3:35])[CH3:34])[C:29]([CH3:32])([CH3:31])[CH3:30]. (5) The reactants are: [Cl-:1].[Al+3].[Cl-].[Cl-].NC(N)=S.C[O:10][C:11]1[CH:20]=[CH:19][CH:18]=[C:17]2[C:12]=1[CH2:13][CH2:14][C@H:15]([N:21]([CH2:29][CH2:30][CH3:31])[CH2:22][CH2:23][C:24]1[S:25][CH:26]=[CH:27][CH:28]=1)[CH2:16]2.N. Given the product [CH3:31][CH2:30][CH2:29][N:21]([C@@H:15]1[CH2:16][C:17]2[CH:18]=[CH:19][CH:20]=[C:11]([OH:10])[C:12]=2[CH2:13][CH2:14]1)[CH2:22][CH2:23][C:24]1[S:25][CH:26]=[CH:27][CH:28]=1.[ClH:1], predict the reactants needed to synthesize it. (6) Given the product [OH:6][C:7]1[CH:8]=[C:9]([CH:19]=[C:20]([O:22][C@H:23]([CH2:26][OH:27])[CH2:24][CH3:25])[CH:21]=1)[C:10]([NH:12][C:13]1[CH:17]=[CH:16][N:15]([CH3:18])[N:14]=1)=[O:11], predict the reactants needed to synthesize it. The reactants are: I[Si](C)(C)C.[OH:6][C:7]1[CH:8]=[C:9]([CH:19]=[C:20]([O:22][C@H:23]([CH2:26][O:27]C)[CH2:24][CH3:25])[CH:21]=1)[C:10]([NH:12][C:13]1[CH:17]=[CH:16][N:15]([CH3:18])[N:14]=1)=[O:11].C(=O)([O-])O.[Na+].S([O-])([O-])(=O)=S.[Na+].[Na+].